This data is from Catalyst prediction with 721,799 reactions and 888 catalyst types from USPTO. The task is: Predict which catalyst facilitates the given reaction. (1) Reactant: [CH2:1]([C@H:3]1[C@H:17]([NH:18][C:19](=[O:25])[O:20][C:21]([CH3:24])([CH3:23])[CH3:22])[C:16](=[O:26])[N:15]2[CH2:27][C@H:28]([OH:30])[CH2:29][C@H:14]2[C:13](=[O:31])[NH:12][C@:11]2([C:33](=[O:42])[NH:34][S:35]([C:38]3([CH3:41])[CH2:40][CH2:39]3)(=[O:37])=[O:36])[CH2:32][C@H:10]2[CH:9]=[CH:8][CH2:7][CH2:6][C@@H:5]([CH3:43])[O:4]1)[CH3:2].Cl[C:45]1[C:54]2[C:49](=[CH:50][C:51]([O:56][CH3:57])=[C:52]([F:55])[CH:53]=2)[CH:48]=[CH:47][N:46]=1.CS(C)=O.CC(C)([O-])C.[K+]. Product: [CH2:1]([C@H:3]1[C@H:17]([NH:18][C:19](=[O:25])[O:20][C:21]([CH3:24])([CH3:22])[CH3:23])[C:16](=[O:26])[N:15]2[CH2:27][C@H:28]([O:30][C:45]3[C:54]4[C:49](=[CH:50][C:51]([O:56][CH3:57])=[C:52]([F:55])[CH:53]=4)[CH:48]=[CH:47][N:46]=3)[CH2:29][C@H:14]2[C:13](=[O:31])[NH:12][C@:11]2([C:33](=[O:42])[NH:34][S:35]([C:38]3([CH3:41])[CH2:39][CH2:40]3)(=[O:37])=[O:36])[CH2:32][C@H:10]2[CH:9]=[CH:8][CH2:7][CH2:6][C@@H:5]([CH3:43])[O:4]1)[CH3:2]. The catalyst class is: 33. (2) Product: [C:1]([O:5][C:6]([N:8]1[CH2:13][CH2:12][CH:11]([C:14]2[N:15]([CH2:31][CH2:30][O:32][CH2:33][CH3:34])[C:16]3[CH:22]=[CH:21][CH:20]=[CH:19][C:17]=3[N:18]=2)[CH2:10][CH2:9]1)=[O:7])([CH3:4])([CH3:2])[CH3:3]. Reactant: [C:1]([O:5][C:6]([N:8]1[CH2:13][CH2:12][CH:11]([C:14]2[NH:18][C:17]3[CH:19]=[CH:20][CH:21]=[CH:22][C:16]=3[N:15]=2)[CH2:10][CH2:9]1)=[O:7])([CH3:4])([CH3:3])[CH3:2].[OH-].[K+].CS(O[CH:30]([O:32][CH2:33][CH3:34])[CH3:31])(=O)=O. The catalyst class is: 11. (3) Reactant: C[O:2][C:3](=[O:30])[CH2:4][CH2:5][C:6]1[CH:11]=[CH:10][C:9]([O:12][CH2:13][CH2:14][C:15]2[N:16]=[C:17]([C:21]3[CH:26]=[CH:25][CH:24]=[CH:23][CH:22]=3)[O:18][C:19]=2[CH3:20])=[CH:8][C:7]=1[CH2:27][CH2:28][NH2:29].Cl[C:32]([O:34][CH:35]([CH3:37])[CH3:36])=[O:33]. Product: [CH:35]([O:34][C:32]([NH:29][CH2:28][CH2:27][C:7]1[CH:8]=[C:9]([O:12][CH2:13][CH2:14][C:15]2[N:16]=[C:17]([C:21]3[CH:22]=[CH:23][CH:24]=[CH:25][CH:26]=3)[O:18][C:19]=2[CH3:20])[CH:10]=[CH:11][C:6]=1[CH2:5][CH2:4][C:3]([OH:30])=[O:2])=[O:33])([CH3:37])[CH3:36]. The catalyst class is: 2. (4) Reactant: [F:1][C:2]1[CH:7]=[CH:6][CH:5]=[CH:4][N:3]=1.[Li+].CC([N-]C(C)C)C.[O:16]=[C:17](N1C=CN=C1)[C:18]([O:20][C:21]([CH3:24])([CH3:23])[CH3:22])=[O:19].[NH4+].[Cl-]. Product: [F:1][C:2]1[C:7]([C:17](=[O:16])[C:18]([O:20][C:21]([CH3:24])([CH3:23])[CH3:22])=[O:19])=[CH:6][CH:5]=[CH:4][N:3]=1. The catalyst class is: 1. (5) Reactant: Br[C:2]1[C:10]2[C:5](=[N:6][C:7]([CH3:22])=[CH:8][C:9]=2[NH:11][S:12]([C:15]2[CH:20]=[CH:19][CH:18]=[C:17]([Cl:21])[CH:16]=2)(=[O:14])=[O:13])[S:4][C:3]=1[CH3:23].[CH3:24][C:25]1[CH:26]=[C:27](B(O)O)[CH:28]=[CH:29][CH:30]=1.C(=O)([O-])[O-].[K+].[K+].C(OCC)(=O)C. Product: [Cl:21][C:17]1[CH:16]=[C:15]([S:12]([NH:11][C:9]2[CH:8]=[C:7]([CH3:22])[N:6]=[C:5]3[S:4][C:3]([CH3:23])=[C:2]([C:29]4[CH:28]=[CH:27][CH:26]=[C:25]([CH3:24])[CH:30]=4)[C:10]=23)(=[O:14])=[O:13])[CH:20]=[CH:19][CH:18]=1. The catalyst class is: 70. (6) Reactant: [CH3:1][CH:2]1[CH2:7][N:6]([C:8]2[CH:13]=[CH:12][C:11]([NH:14][C:15]([C:17]3[CH2:22][CH2:21][CH2:20][CH2:19][C:18]=3[C:23]3[CH:28]=[CH:27][C:26]([C:29]([F:32])([F:31])[F:30])=[CH:25][CH:24]=3)=[O:16])=[CH:10][CH:9]=2)[CH2:5][CH2:4][N:3]1C(OC(C)(C)C)=O.FC(F)(F)C(O)=O. Product: [CH3:1][CH:2]1[NH:3][CH2:4][CH2:5][N:6]([C:8]2[CH:13]=[CH:12][C:11]([NH:14][C:15]([C:17]3[CH2:22][CH2:21][CH2:20][CH2:19][C:18]=3[C:23]3[CH:28]=[CH:27][C:26]([C:29]([F:32])([F:30])[F:31])=[CH:25][CH:24]=3)=[O:16])=[CH:10][CH:9]=2)[CH2:7]1. The catalyst class is: 4. (7) Reactant: Br[C:2]1[CH:3]=[C:4]([CH3:33])[C:5]([O:8][C:9]2[CH:14]=[C:13]([O:15][CH2:16][CH2:17][O:18][CH3:19])[CH:12]=[CH:11][C:10]=2/[CH:20]=[CH:21]/[C:22]([NH:24][S:25]([CH2:28][CH2:29][CH2:30][CH2:31][CH3:32])(=[O:27])=[O:26])=[O:23])=[N:6][CH:7]=1.OB(O)[C:36]1[CH:41]=[CH:40][CH:39]=[CH:38][CH:37]=1.C(=O)([O-])[O-].[Na+].[Na+].O. Product: [CH3:19][O:18][CH2:17][CH2:16][O:15][C:13]1[CH:12]=[CH:11][C:10](/[CH:20]=[CH:21]/[C:22]([NH:24][S:25]([CH2:28][CH2:29][CH2:30][CH2:31][CH3:32])(=[O:27])=[O:26])=[O:23])=[C:9]([O:8][C:5]2[C:4]([CH3:33])=[CH:3][C:2]([C:36]3[CH:41]=[CH:40][CH:39]=[CH:38][CH:37]=3)=[CH:7][N:6]=2)[CH:14]=1. The catalyst class is: 104. (8) Reactant: [CH3:1][O:2][C:3](=[O:30])[C:4]1[CH:9]=[CH:8][CH:7]=[C:6]([CH2:10][N:11]([CH:25]2[CH2:29][CH2:28][CH2:27][CH2:26]2)[C:12]2[N:17]=[C:16]([C:18]3[CH:23]=[CH:22][C:21]([OH:24])=[CH:20][CH:19]=3)[CH:15]=[CH:14][N:13]=2)[CH:5]=1.[CH3:31][C@H:32]1[CH2:37][CH2:36][C@H:35](O)[CH2:34][CH2:33]1.C1(P(C2C=CC=CC=2)C2C=CC=CC=2)C=CC=CC=1.N(C(OC(C)C)=O)=NC(OC(C)C)=O. Product: [CH3:1][O:2][C:3](=[O:30])[C:4]1[CH:9]=[CH:8][CH:7]=[C:6]([CH2:10][N:11]([CH:25]2[CH2:29][CH2:28][CH2:27][CH2:26]2)[C:12]2[N:17]=[C:16]([C:18]3[CH:23]=[CH:22][C:21]([O:24][C@H:35]4[CH2:36][CH2:37][C@@H:32]([CH3:31])[CH2:33][CH2:34]4)=[CH:20][CH:19]=3)[CH:15]=[CH:14][N:13]=2)[CH:5]=1. The catalyst class is: 90. (9) Reactant: C[O:2][C:3](=[O:29])/[CH:4]=[CH:5]/[C:6]1[CH:7]=[CH:8][C:9]2[O:26][C:13]3([CH2:18][CH2:17][CH2:16][N:15]([C:19]([O:21][C:22]([CH3:25])([CH3:24])[CH3:23])=[O:20])[CH2:14]3)[NH:12][C:11](=[O:27])[C:10]=2[CH:28]=1.[OH-].[Na+]. Product: [C:22]([O:21][C:19]([N:15]1[CH2:16][CH2:17][CH2:18][C:13]2([NH:12][C:11](=[O:27])[C:10]3[CH:28]=[C:6](/[CH:5]=[CH:4]/[C:3]([OH:29])=[O:2])[CH:7]=[CH:8][C:9]=3[O:26]2)[CH2:14]1)=[O:20])([CH3:25])([CH3:23])[CH3:24]. The catalyst class is: 127. (10) Reactant: Cl.[C:2]1([C:19]2[CH:24]=[CH:23][CH:22]=[CH:21][CH:20]=2)[CH:7]=[CH:6][C:5]([C:8]2[N:9]=[C:10]([CH:13]3[CH2:18][CH2:17][NH:16][CH2:15][CH2:14]3)[NH:11][CH:12]=2)=[CH:4][CH:3]=1.C(Cl)CCl.C(N(CC)CC)C.[CH2:36]([N:40]=[C:41]=[O:42])[CH2:37][CH2:38][CH3:39]. Product: [C:2]1([C:19]2[CH:20]=[CH:21][CH:22]=[CH:23][CH:24]=2)[CH:7]=[CH:6][C:5]([C:8]2[N:9]=[C:10]([CH:13]3[CH2:18][CH2:17][N:16]([C:41]([NH:40][CH2:36][CH2:37][CH2:38][CH3:39])=[O:42])[CH2:15][CH2:14]3)[NH:11][CH:12]=2)=[CH:4][CH:3]=1. The catalyst class is: 6.